This data is from Reaction yield outcomes from USPTO patents with 853,638 reactions. The task is: Predict the reaction yield, written as a fraction of the theoretical maximum amount of product (1.0 means a 100% yield; for example, 0.34 means a 34% yield). (1) The reactants are [C:1]([O:5][C:6]([N:8]1[CH2:12][CH2:11][C@H:10]([C:13]2[CH:18]=[CH:17][CH:16]=[CH:15][CH:14]=2)[C@@H:9]1[C:19]([OH:21])=[O:20])=[O:7])([CH3:4])([CH3:3])[CH3:2].ON1C2C=CC=C[C:26]=2N=N1.CCN=C=NCCCN(C)C.Cl.C(N(CC)CC)C. The catalyst is CO.O. The product is [C:13]1([C@H:10]2[CH2:11][CH2:12][N:8]([C:6]([O:5][C:1]([CH3:4])([CH3:2])[CH3:3])=[O:7])[C@H:9]2[C:19]([O:21][CH3:26])=[O:20])[CH:18]=[CH:17][CH:16]=[CH:15][CH:14]=1. The yield is 0.990. (2) The catalyst is CCOCC. The yield is 0.830. The reactants are [Mg].II.Br[CH2:5][CH2:6][CH:7]=[CH2:8].[F:9][Si:10](F)([C:17]1[CH:22]=[CH:21][CH:20]=[CH:19][CH:18]=1)[C:11]1[CH:16]=[CH:15][CH:14]=[CH:13][CH:12]=1. The product is [CH2:5]([Si:10]([C:17]1[CH:18]=[CH:19][CH:20]=[CH:21][CH:22]=1)([C:11]1[CH:16]=[CH:15][CH:14]=[CH:13][CH:12]=1)[F:9])[CH2:6][CH:7]=[CH2:8]. (3) The reactants are [K+].[C:2]([O:6][C:7]([N:9]1[CH2:14][CH2:13][N:12]([C:15]2[CH:20]=[CH:19][C:18]([C:21]3[O:25][C:24]([C:26]4[CH:34]=[CH:33][CH:32]=[C:31]5[C:27]=4[CH:28]=[CH:29][NH:30]5)=[N:23][C:22]=3[C:35]([O-])=[O:36])=[CH:17][CH:16]=2)[CH2:11][CH2:10]1)=[O:8])([CH3:5])([CH3:4])[CH3:3].O.OC1C2N=N[NH:45]C=2C=CC=1.Cl.CN(C)CCCN=C=NCC.N.O1CCOCC1. The catalyst is C(Cl)Cl.CN(C=O)C. The product is [C:35]([C:22]1[N:23]=[C:24]([C:26]2[CH:34]=[CH:33][CH:32]=[C:31]3[C:27]=2[CH:28]=[CH:29][NH:30]3)[O:25][C:21]=1[C:18]1[CH:19]=[CH:20][C:15]([N:12]2[CH2:13][CH2:14][N:9]([C:7]([O:6][C:2]([CH3:4])([CH3:5])[CH3:3])=[O:8])[CH2:10][CH2:11]2)=[CH:16][CH:17]=1)(=[O:36])[NH2:45]. The yield is 0.650. (4) The reactants are [Br:1][C:2]1[CH:7]=[CH:6][C:5]([C@@H:8]([N:10]2[CH2:15][CH2:14][C@:13]([CH2:22][CH2:23][CH2:24][OH:25])([C:16]3[CH:21]=[CH:20][CH:19]=[CH:18][CH:17]=3)[O:12][C:11]2=[O:26])[CH3:9])=[CH:4][CH:3]=1.CCN(CC)CC.[CH3:34][S:35](Cl)(=[O:37])=[O:36]. The catalyst is C(Cl)Cl. The product is [CH3:34][S:35]([O:25][CH2:24][CH2:23][CH2:22][C@@:13]1([C:16]2[CH:17]=[CH:18][CH:19]=[CH:20][CH:21]=2)[O:12][C:11](=[O:26])[N:10]([C@H:8]([C:5]2[CH:6]=[CH:7][C:2]([Br:1])=[CH:3][CH:4]=2)[CH3:9])[CH2:15][CH2:14]1)(=[O:37])=[O:36]. The yield is 0.980. (5) The reactants are [Cl:1][C:2]1[N:6]2[N:7]=[C:8](Cl)[CH:9]=[CH:10][C:5]2=[N:4][N:3]=1.[F:12][C:13]1[CH:18]=[CH:17][C:16]([S:19]([NH:22][C:23]2[C:24]([O:38][CH3:39])=[N:25][CH:26]=[C:27](B3OC(C)(C)C(C)(C)O3)[CH:28]=2)(=[O:21])=[O:20])=[CH:15][CH:14]=1.C(Cl)Cl.C([O-])([O-])=O.[Cs+].[Cs+]. The catalyst is COCCOC.O.C1C=CC(P(C2C=CC=CC=2)[C-]2C=CC=C2)=CC=1.C1C=CC(P(C2C=CC=CC=2)[C-]2C=CC=C2)=CC=1.Cl[Pd]Cl.[Fe+2]. The product is [Cl:1][C:2]1[N:6]2[N:7]=[C:8]([C:27]3[CH:28]=[C:23]([NH:22][S:19]([C:16]4[CH:17]=[CH:18][C:13]([F:12])=[CH:14][CH:15]=4)(=[O:20])=[O:21])[C:24]([O:38][CH3:39])=[N:25][CH:26]=3)[CH:9]=[CH:10][C:5]2=[N:4][N:3]=1. The yield is 0.640. (6) The reactants are [CH2:1]([O:3][C:4](=[O:23])[C@H:5]([C:7]1[C:8]([CH3:22])=[N:9][C:10]2[N:11]([N:14]=[C:15]([C:17]([O:19][CH2:20][CH3:21])=[O:18])[CH:16]=2)[C:12]=1[I:13])[OH:6])[CH3:2].Cl(O)(=O)(=O)=O. The catalyst is C(Cl)Cl.C(OC(C)(C)C)(=O)C. The product is [C:7]([O:6][C@@H:5]([C:7]1[C:8]([CH3:22])=[N:9][C:10]2[N:11]([N:14]=[C:15]([C:17]([O:19][CH2:20][CH3:21])=[O:18])[CH:16]=2)[C:12]=1[I:13])[C:4]([O:3][CH2:1][CH3:2])=[O:23])([CH3:8])([CH3:12])[CH3:5]. The yield is 0.677. (7) The reactants are [Br:1][C:2]1[CH:10]=[CH:9][C:5]([C:6]([OH:8])=[O:7])=[C:4]([Cl:11])[CH:3]=1.C(OC(O[C:15]([CH3:18])([CH3:17])[CH3:16])=O)(O[C:15]([CH3:18])([CH3:17])[CH3:16])=O. The catalyst is C1COCC1.CN(C1C=CN=CC=1)C.CCOC(C)=O. The product is [Br:1][C:2]1[CH:10]=[CH:9][C:5]([C:6]([O:8][C:15]([CH3:18])([CH3:17])[CH3:16])=[O:7])=[C:4]([Cl:11])[CH:3]=1. The yield is 0.510. (8) The reactants are [OH:1][C:2]1[CH:7]=[CH:6][C:5](/[CH:8]=[CH:9]/[C:10]([C:12]2[CH:32]=[CH:31][C:15]([O:16][CH2:17][CH:18]3[CH2:23][CH2:22][N:21](C(OC(C)(C)C)=O)[CH2:20][CH2:19]3)=[CH:14][C:13]=2[CH3:33])=O)=[CH:4][C:3]=1[CH3:34].Cl.[NH2:36][C:37]([NH2:39])=[O:38]. No catalyst specified. The product is [OH:1][C:2]1[CH:7]=[CH:6][C:5]([C:8]2[CH:9]=[C:10]([C:12]3[CH:32]=[CH:31][C:15]([O:16][CH2:17][CH:18]4[CH2:19][CH2:20][NH:21][CH2:22][CH2:23]4)=[CH:14][C:13]=3[CH3:33])[NH:39][C:37](=[O:38])[N:36]=2)=[CH:4][C:3]=1[CH3:34]. The yield is 0.0700. (9) The reactants are C([O:5][C:6]([C:8]1(O)[CH2:12][CH2:11][CH2:10][CH2:9]1)=[O:7])(C)(C)C.[CH:31]1[CH:30]=CC(P([C:27]2[CH:32]=[CH:31][CH:30]=CC=2)[C:31]2[CH:30]=CC=[CH:27][CH:32]=2)=[CH:27][CH:32]=1.[CH3:33][O:34][C:35]1[CH:44]=[C:43]2[C:38]([CH:39]([OH:50])[CH:40]=[C:41]([C:45]3[S:46][CH:47]=[CH:48][N:49]=3)[NH:42]2)=[CH:37][CH:36]=1.CC([O:54][C:55](/[N:57]=N/C(OC(C)C)=O)=O)C.[CH2:65]([SiH](CC)CC)[CH3:66].[C:72]([OH:78])([C:74](F)(F)F)=[O:73]. The catalyst is C1COCC1.C(Cl)Cl. The product is [CH2:65]([O:78][C:72]([C:74]1([NH:57][C:55]([CH:12]2[CH2:11][CH:10]([O:50][C:39]3[C:38]4[C:43](=[CH:44][C:35]([O:34][CH3:33])=[CH:36][CH:37]=4)[N:42]=[C:41]([C:45]4[S:46][CH:47]=[CH:48][N:49]=4)[CH:40]=3)[CH2:9][CH:8]2[C:6]([OH:5])=[O:7])=[O:54])[CH2:27][CH:32]1[CH:31]=[CH2:30])=[O:73])[CH3:66]. The yield is 0.630.